This data is from Full USPTO retrosynthesis dataset with 1.9M reactions from patents (1976-2016). The task is: Predict the reactants needed to synthesize the given product. (1) Given the product [ClH:40].[C:27]1([C@@H:33]([C@H:35]([C:37]([NH2:39])=[O:38])[OH:36])[NH2:34])[CH:28]=[CH:29][CH:30]=[CH:31][CH:32]=1, predict the reactants needed to synthesize it. The reactants are: C(C(C(O)=O)(O)C(C(=O)C1C=CC=CC=1)(O)C(O)=O)(=O)C1C=CC=CC=1.[C:27]1([C@@H:33]([C@H:35]([C:37]([NH2:39])=[O:38])[OH:36])[NH2:34])[CH:32]=[CH:31][CH:30]=[CH:29][CH:28]=1.[ClH:40]. (2) Given the product [N:4]1[CH:5]=[CH:6][CH:7]=[C:2]([NH:1][C:41](=[O:42])[C:40]2[CH:44]=[C:36]([CH2:35][C:29]3[C:30](=[O:34])[C:31]([O:32][CH3:33])=[C:26]([O:25][CH3:24])[C:27](=[O:50])[C:28]=3[CH3:49])[CH:37]=[CH:38][C:39]=2[O:45][C:46](=[O:48])[CH3:47])[CH:3]=1, predict the reactants needed to synthesize it. The reactants are: [NH2:1][C:2]1[CH:3]=[N:4][CH:5]=[CH:6][CH:7]=1.C(N(CC)CC)C.[Cl-].ClC1N(C)CC[NH+]1C.[CH3:24][O:25][C:26]1[C:27](=[O:50])[C:28]([CH3:49])=[C:29]([CH2:35][C:36]2[CH:37]=[CH:38][C:39]([O:45][C:46](=[O:48])[CH3:47])=[C:40]([CH:44]=2)[C:41](O)=[O:42])[C:30](=[O:34])[C:31]=1[O:32][CH3:33]. (3) Given the product [C:1]([O:5][C:6]([N:8]1[C:13]2[CH:14]=[C:15]([Cl:20])[C:16]([O:18][CH3:19])=[CH:17][C:12]=2[O:11][CH:10]([C:21](=[O:23])[NH:66][CH:63]2[CH2:62][CH2:61][N:60]([CH2:59][C:58]3[CH:67]=[CH:68][C:55]([F:54])=[CH:56][CH:57]=3)[CH2:65][CH2:64]2)[CH2:9]1)=[O:7])([CH3:3])([CH3:2])[CH3:4], predict the reactants needed to synthesize it. The reactants are: [C:1]([O:5][C:6]([N:8]1[C:13]2[CH:14]=[C:15]([Cl:20])[C:16]([O:18][CH3:19])=[CH:17][C:12]=2[O:11][CH:10]([C:21]([OH:23])=O)[CH2:9]1)=[O:7])([CH3:4])([CH3:3])[CH3:2].CCN=C=NCCCN(C)C.C1C=CC2N(O)N=NC=2C=1.CCN(C(C)C)C(C)C.[F:54][C:55]1[CH:68]=[CH:67][C:58]([CH2:59][N:60]2[CH2:65][CH2:64][CH:63]([NH2:66])[CH2:62][CH2:61]2)=[CH:57][CH:56]=1. (4) Given the product [F:3][C:4]1[CH:5]=[C:6]([CH:18]=[CH:19][C:20]=1[F:21])[O:7][C:8]1[CH:15]=[CH:14][C:13]([CH2:16][O:17][C:23]2[CH:24]=[C:25]3[N:32]([CH:33]([CH3:35])[CH3:34])[CH2:31][CH2:30][N:26]3[C:27](=[O:29])[N:28]=2)=[CH:12][C:9]=1[C:10]#[N:11], predict the reactants needed to synthesize it. The reactants are: [H-].[Na+].[F:3][C:4]1[CH:5]=[C:6]([CH:18]=[CH:19][C:20]=1[F:21])[O:7][C:8]1[CH:15]=[CH:14][C:13]([CH2:16][OH:17])=[CH:12][C:9]=1[C:10]#[N:11].Cl[C:23]1[CH:24]=[C:25]2[N:32]([CH:33]([CH3:35])[CH3:34])[CH2:31][CH2:30][N:26]2[C:27](=[O:29])[N:28]=1. (5) Given the product [C:9]([NH:8][C:5]1[N:6]=[CH:7][C:2]([CH:27]=[CH:26][C:25]([OH:29])=[O:28])=[CH:3][CH:4]=1)(=[O:11])[CH3:10], predict the reactants needed to synthesize it. The reactants are: Br[C:2]1[CH:3]=[CH:4][C:5]([NH:8][C:9](=[O:11])[CH3:10])=[N:6][CH:7]=1.C(N(CCCC)CCCC)CCC.[C:25]([OH:29])(=[O:28])[CH:26]=[CH2:27].Cl.